Task: Predict the product of the given reaction.. Dataset: Forward reaction prediction with 1.9M reactions from USPTO patents (1976-2016) (1) Given the reactants [F:1][CH:2]([F:35])[C:3]1[CH:8]=[CH:7][N:6]=[C:5]([NH:9][C:10]2[N:15]=[C:14]([C:16]3[CH:17]=[N:18][C:19]([C@@:22]([C@H:25]4[CH2:30][CH2:29][C@H:28]([C:31]([OH:33])=[O:32])[CH2:27][CH2:26]4)([OH:24])[CH3:23])=[CH:20][CH:21]=3)[CH:13]=[C:12]([CH3:34])[CH:11]=2)[CH:4]=1.[CH3:36][C:37]1([CH3:44])[O:41][C@H:40]([CH2:42]O)[CH2:39][O:38]1.C(Cl)CCl.C(N(CC)CC)C, predict the reaction product. The product is: [F:35][CH:2]([F:1])[C:3]1[CH:8]=[CH:7][N:6]=[C:5]([NH:9][C:10]2[N:15]=[C:14]([C:16]3[CH:17]=[N:18][C:19]([C@@:22]([C@H:25]4[CH2:30][CH2:29][C@H:28]([C:31]([O:33][CH2:42][C@@H:40]5[CH2:39][O:38][C:37]([CH3:44])([CH3:36])[O:41]5)=[O:32])[CH2:27][CH2:26]4)([OH:24])[CH3:23])=[CH:20][CH:21]=3)[CH:13]=[C:12]([CH3:34])[CH:11]=2)[CH:4]=1. (2) The product is: [CH2:35]([CH:30]([CH2:29][C:24]1[NH:25][C:26]2[C:22]([CH:23]=1)=[CH:21][C:20]([O:19][CH2:3][CH:45]([NH:46][C:47]1[CH:52]=[CH:51][CH:50]=[CH:49][N:48]=1)[CH3:44])=[CH:28][CH:27]=2)[C:31]([O:33][CH3:34])=[O:32])[C:36]1[CH:37]=[CH:38][CH:39]=[CH:40][CH:41]=1. Given the reactants N(C(N1CCCCC1)=O)=N[C:3](N1CCCCC1)=O.[OH:19][C:20]1[CH:21]=[C:22]2[C:26](=[CH:27][CH:28]=1)[NH:25][C:24]([CH2:29][CH:30]([CH2:35][C:36]1[CH:41]=[CH:40][CH:39]=[CH:38][CH:37]=1)[C:31]([O:33][CH3:34])=[O:32])=[CH:23]2.OC[CH2:44][CH2:45][NH:46][C:47]1[CH:52]=[CH:51][CH:50]=[CH:49][N:48]=1.C(P(CCCC)CCCC)CCC, predict the reaction product.